This data is from NCI-60 drug combinations with 297,098 pairs across 59 cell lines. The task is: Regression. Given two drug SMILES strings and cell line genomic features, predict the synergy score measuring deviation from expected non-interaction effect. Drug 1: C1=CC(=CC=C1CCCC(=O)O)N(CCCl)CCCl. Drug 2: CC1=C2C(C(=O)C3(C(CC4C(C3C(C(C2(C)C)(CC1OC(=O)C(C(C5=CC=CC=C5)NC(=O)C6=CC=CC=C6)O)O)OC(=O)C7=CC=CC=C7)(CO4)OC(=O)C)O)C)OC(=O)C. Cell line: SF-539. Synergy scores: CSS=51.2, Synergy_ZIP=-4.82, Synergy_Bliss=-5.36, Synergy_Loewe=-6.04, Synergy_HSA=-1.71.